From a dataset of Reaction yield outcomes from USPTO patents with 853,638 reactions. Predict the reaction yield, written as a fraction of the theoretical maximum amount of product (1.0 means a 100% yield; for example, 0.34 means a 34% yield). (1) The reactants are N[C:2]1[N:7]=[CH:6][C:5]([S:8](O)(=[O:10])=[O:9])=[CH:4][C:3]=1[Br:12].N([O-])=O.[Na+].P(Cl)(Cl)(Cl)(Cl)[Cl:18].[Cl-:23].[P+]=O. The catalyst is Cl.O.CCOC(C)=O. The product is [Br:12][C:3]1[CH:4]=[C:5]([S:8]([Cl:18])(=[O:10])=[O:9])[CH:6]=[N:7][C:2]=1[Cl:23]. The yield is 1.00. (2) The catalyst is ClCCCl. The yield is 0.770. The reactants are ClC(OC(Cl)C)=O.C([N:15]1[CH2:24][CH2:23][C:22]2[N:21]=[C:20]3[CH:25]=[CH:26][C:27]([Br:29])=[CH:28][C:19]3=[C:18]([Cl:30])[C:17]=2[CH2:16]1)C1C=CC=CC=1. The product is [Br:29][C:27]1[CH:26]=[CH:25][C:20]2=[N:21][C:22]3[CH2:23][CH2:24][NH:15][CH2:16][C:17]=3[C:18]([Cl:30])=[C:19]2[CH:28]=1. (3) The reactants are [Br:1][C:2]1[C:3]([O:18][C:19]2[CH:24]=[CH:23][C:22]([F:25])=[CH:21][C:20]=2[F:26])=[CH:4][C:5]([O:9][C:10]2[CH:15]=[CH:14][C:13]([F:16])=[CH:12][C:11]=2[F:17])=[C:6]([CH:8]=1)[NH2:7].C(N(CC)CC)C.[CH3:34][S:35](Cl)(=[O:37])=[O:36]. The catalyst is ClCCl. The product is [Br:1][C:2]1[C:3]([O:18][C:19]2[CH:24]=[CH:23][C:22]([F:25])=[CH:21][C:20]=2[F:26])=[CH:4][C:5]([O:9][C:10]2[CH:15]=[CH:14][C:13]([F:16])=[CH:12][C:11]=2[F:17])=[C:6]([NH:7][S:35]([CH3:34])(=[O:37])=[O:36])[CH:8]=1. The yield is 0.810. (4) The reactants are [C:1]([N:9]1[CH2:22][CH2:21][C:20]2[C:19]3[CH:18]=[C:17](Br)[CH:16]=[CH:15][C:14]=3[NH:13][C:12]=2[CH2:11][CH2:10]1)(=[O:8])[C:2]1[CH:7]=[CH:6][CH:5]=[CH:4][CH:3]=1.[C:24]1([OH:30])[CH:29]=[CH:28][CH:27]=[CH:26][CH:25]=1.C(=O)([O-])[O-].[Cs+].[Cs+]. The catalyst is CC1C=CC=CC=1C.[Cu-]=O. The product is [C:1]([N:9]1[CH2:22][CH2:21][C:20]2[C:19]3[CH:18]=[C:17]([O:30][C:24]4[CH:29]=[CH:28][CH:27]=[CH:26][CH:25]=4)[CH:16]=[CH:15][C:14]=3[NH:13][C:12]=2[CH2:11][CH2:10]1)(=[O:8])[C:2]1[CH:7]=[CH:6][CH:5]=[CH:4][CH:3]=1. The yield is 0.100. (5) The reactants are CCN(C(C)C)C(C)C.[CH3:10][C:11]1[CH:16]=[CH:15][C:14]([C:17]2[O:18][C:19]([CH3:22])=[N:20][N:21]=2)=[CH:13][C:12]=1[C:23]1[CH:28]=[CH:27][C:26]([C:29](O)=[O:30])=[CH:25][CH:24]=1.[CH2:32]([N:34]([CH2:39][CH3:40])[CH2:35][CH2:36][CH2:37][NH2:38])[CH3:33].CN(C(ON1N=NC2C=CC=CC1=2)=[N+](C)C)C.F[P-](F)(F)(F)(F)F.C1C=CC2N(O)N=NC=2C=1. The catalyst is CN(C=O)C. The product is [CH2:32]([N:34]([CH2:39][CH3:40])[CH2:35][CH2:36][CH2:37][NH:38][C:29]([C:26]1[CH:25]=[CH:24][C:23]([C:12]2[CH:13]=[C:14]([C:17]3[O:18][C:19]([CH3:22])=[N:20][N:21]=3)[CH:15]=[CH:16][C:11]=2[CH3:10])=[CH:28][CH:27]=1)=[O:30])[CH3:33]. The yield is 0.640. (6) The reactants are [H-].[Na+].[Cl:3][C:4]1[NH:5][C:6]2[C:11]([C:12]=1[CH:13]=[O:14])=[CH:10][CH:9]=[CH:8][CH:7]=2.I[CH3:16]. The catalyst is CN(C=O)C. The product is [Cl:3][C:4]1[N:5]([CH3:16])[C:6]2[C:11]([C:12]=1[CH:13]=[O:14])=[CH:10][CH:9]=[CH:8][CH:7]=2. The yield is 0.760. (7) The reactants are Cl.[NH2:2][CH2:3][CH2:4][SH:5].C(N(CC)CC)C.C/C(/O[Si](C)(C)C)=N\[Si](C)(C)C.[C:25](Cl)([C:38]1[CH:43]=[CH:42][CH:41]=[CH:40][CH:39]=1)([C:32]1[CH:37]=[CH:36][CH:35]=[CH:34][CH:33]=1)[C:26]1[CH:31]=[CH:30][CH:29]=[CH:28][CH:27]=1. The catalyst is ClCCl. The product is [C:25]([S:5][CH2:4][CH2:3][NH2:2])([C:26]1[CH:31]=[CH:30][CH:29]=[CH:28][CH:27]=1)([C:38]1[CH:39]=[CH:40][CH:41]=[CH:42][CH:43]=1)[C:32]1[CH:33]=[CH:34][CH:35]=[CH:36][CH:37]=1. The yield is 0.610.